This data is from Reaction yield outcomes from USPTO patents with 853,638 reactions. The task is: Predict the reaction yield, written as a fraction of the theoretical maximum amount of product (1.0 means a 100% yield; for example, 0.34 means a 34% yield). (1) The reactants are FC(F)(F)C1C=CC(CBr)=CC=1.[F:13][C:14]1[CH:21]=[CH:20][C:17]([CH2:18]Br)=[CH:16][CH:15]=1.[CH3:22][C:23]1[CH:27]=[C:26]([N:28]2[CH2:32][CH2:31][NH:30][C:29]2=[O:33])[S:25][C:24]=1[C:34]([O:36][CH2:37][CH3:38])=[O:35]. No catalyst specified. The product is [F:13][C:14]1[CH:21]=[CH:20][C:17]([CH2:18][N:30]2[CH2:31][CH2:32][N:28]([C:26]3[S:25][C:24]([C:34]([O:36][CH2:37][CH3:38])=[O:35])=[C:23]([CH3:22])[CH:27]=3)[C:29]2=[O:33])=[CH:16][CH:15]=1. The yield is 0.950. (2) The reactants are [Cl:1][C:2]1[N:7]=[C:6]2[N:8]=[C:9]([CH2:16][N:17]3[C:21]4[CH:22]=[N:23][CH:24]=[CH:25][C:20]=4[N:19]([CH:26]4[CH2:28][CH2:27]4)[C:18]3=[O:29])[N:10]([CH2:11][CH2:12][CH2:13][CH:14]=[O:15])[C:5]2=[CH:4][CH:3]=1.[CH3:30][Mg]I. The catalyst is C1COCC1.C([O-])(O)=O.[Na+]. The product is [Cl:1][C:2]1[N:7]=[C:6]2[N:8]=[C:9]([CH2:16][N:17]3[C:21]4[CH:22]=[N:23][CH:24]=[CH:25][C:20]=4[N:19]([CH:26]4[CH2:28][CH2:27]4)[C:18]3=[O:29])[N:10]([CH2:11][CH2:12][CH2:13][CH:14]([OH:15])[CH3:30])[C:5]2=[CH:4][CH:3]=1. The yield is 0.220.